Dataset: Forward reaction prediction with 1.9M reactions from USPTO patents (1976-2016). Task: Predict the product of the given reaction. Given the reactants [NH:1]1[CH:5]=[CH:4][N:3]=[C:2]1[CH:6]=O.[CH3:8][O:9][C:10]1[CH:15]=[CH:14][CH:13]=[CH:12][C:11]=1[C:16]1[N:24]2[C:19]([CH:20]=[N:21][C:22]([NH:25][C:26]3[CH:31]=[CH:30][C:29]([CH:32]4[CH2:37][CH2:36][NH:35][CH2:34][CH2:33]4)=[CH:28][C:27]=3[O:38][CH3:39])=[N:23]2)=[CH:18][CH:17]=1.C(O[BH-](OC(=O)C)OC(=O)C)(=O)C.[Na+].C(O)(=O)C, predict the reaction product. The product is: [NH:3]1[CH:4]=[CH:5][N:1]=[C:2]1[CH2:6][N:35]1[CH2:34][CH2:33][CH:32]([C:29]2[CH:30]=[CH:31][C:26]([NH:25][C:22]3[N:21]=[CH:20][C:19]4=[CH:18][CH:17]=[C:16]([C:11]5[CH:12]=[CH:13][CH:14]=[CH:15][C:10]=5[O:9][CH3:8])[N:24]4[N:23]=3)=[C:27]([O:38][CH3:39])[CH:28]=2)[CH2:37][CH2:36]1.